From a dataset of Catalyst prediction with 721,799 reactions and 888 catalyst types from USPTO. Predict which catalyst facilitates the given reaction. (1) Reactant: [CH3:1][Si:2]([CH3:48])([CH3:47])[CH2:3][CH2:4][O:5][CH2:6][N:7]([CH2:39][O:40][CH2:41][CH2:42][Si:43]([CH3:46])([CH3:45])[CH3:44])[C:8]1[N:13]2[N:14]=[CH:15][C:16]([C:17]3[CH:18]=[N:19][C:20]4[C:25]([CH:26]=3)=[CH:24][CH:23]=[CH:22][CH:21]=4)=[C:12]2[N:11]=[C:10]([CH:27]2[CH2:32][CH2:31][CH:30]([CH2:33][C:34]([O:36][CH2:37][CH3:38])=[O:35])[CH2:29][CH2:28]2)[CH:9]=1.[Br:49]N1C(=O)CCC1=O. Product: [CH3:44][Si:43]([CH3:46])([CH3:45])[CH2:42][CH2:41][O:40][CH2:39][N:7]([CH2:6][O:5][CH2:4][CH2:3][Si:2]([CH3:1])([CH3:47])[CH3:48])[C:8]1[N:13]2[N:14]=[CH:15][C:16]([C:17]3[CH:18]=[N:19][C:20]4[C:25]([CH:26]=3)=[CH:24][CH:23]=[CH:22][CH:21]=4)=[C:12]2[N:11]=[C:10]([CH:27]2[CH2:32][CH2:31][CH:30]([CH2:33][C:34]([O:36][CH2:37][CH3:38])=[O:35])[CH2:29][CH2:28]2)[C:9]=1[Br:49]. The catalyst class is: 10. (2) Reactant: [CH3:1][N:2]1[C:10]2[C:5](=[N:6][CH:7]=[CH:8][CH:9]=2)[NH:4][C:3]1=[O:11].[C:12]([O:16][C:17](=[O:24])[NH:18][C@H:19]1[CH2:22][C@H:21](O)[CH2:20]1)([CH3:15])([CH3:14])[CH3:13].C1(P(C2C=CC=CC=2)C2C=CC=CC=2)C=CC=CC=1.N(C(OC(C)C)=O)=NC(OC(C)C)=O. Product: [C:12]([O:16][C:17](=[O:24])[NH:18][C@H:19]1[CH2:20][C@H:21]([N:4]2[C:5]3=[N:6][CH:7]=[CH:8][CH:9]=[C:10]3[N:2]([CH3:1])[C:3]2=[O:11])[CH2:22]1)([CH3:15])([CH3:13])[CH3:14]. The catalyst class is: 554. (3) The catalyst class is: 16. Reactant: [CH3:1][O:2][C:3](=[O:12])[C:4]1[CH:9]=[C:8](O)[CH:7]=[C:6]([Br:11])[CH:5]=1.COC(=O)C1C=C(Br)C=C(Br)C=1.[B:25]1([B:25]2[O:29][C:28]([CH3:31])([CH3:30])[C:27]([CH3:33])([CH3:32])[O:26]2)[O:29][C:28]([CH3:31])([CH3:30])[C:27]([CH3:33])([CH3:32])[O:26]1.C([O-])(=O)C.[K+]. Product: [CH3:1][O:2][C:3](=[O:12])[C:4]1[CH:9]=[C:8]([B:25]2[O:29][C:28]([CH3:31])([CH3:30])[C:27]([CH3:33])([CH3:32])[O:26]2)[CH:7]=[C:6]([Br:11])[CH:5]=1. (4) Reactant: C(C[O:4][C:5]1[CH:14]=[CH:13][C:8]([C:9]([O:11][CH3:12])=[O:10])=[C:7]([O:15][CH3:16])[CH:6]=1)#N.[H-].[Na+].IC.[Li+].CC([N-][CH:26]([CH3:28])[CH3:27])C.[CH3:29][N:30](C)C=O. Product: [C:29]([C:26]([CH3:27])([O:4][C:5]1[CH:14]=[CH:13][C:8]([C:9]([O:11][CH3:12])=[O:10])=[C:7]([O:15][CH3:16])[CH:6]=1)[CH3:28])#[N:30]. The catalyst class is: 7. (5) Reactant: Br[C:2]1[CH:3]=[C:4]([OH:11])[C:5]2[N:6]([N:8]=[CH:9][CH:10]=2)[CH:7]=1.Br.Br[CH2:14][C:15]1[CH:16]=[N:17][CH:18]=[CH:19][CH:20]=1.[H-].[Na+]. Product: [CH3:7][N:6]1[CH:5]=[C:10]([C:2]2[CH:3]=[C:4]([O:11][CH2:14][C:15]3[CH:16]=[N:17][CH:18]=[CH:19][CH:20]=3)[C:5]3[N:6]([N:8]=[CH:9][CH:10]=3)[CH:7]=2)[CH:9]=[N:8]1. The catalyst class is: 3. (6) Reactant: [C:1]([C:3]1([C:8](OC)=[O:9])[CH2:7][CH2:6][CH2:5][CH2:4]1)#[N:2].[BH4-].[Li+]. Product: [OH:9][CH2:8][C:3]1([C:1]#[N:2])[CH2:7][CH2:6][CH2:5][CH2:4]1. The catalyst class is: 1. (7) Reactant: [Cl:1]N1C(=O)CCC1=O.[NH2:9][C:10]1[C:11]([O:21][CH3:22])=[CH:12][CH:13]=[C:14]2[C:19]=1[C:18](=[O:20])[NH:17][CH2:16][CH2:15]2. Product: [NH2:9][C:10]1[C:11]([O:21][CH3:22])=[CH:12][C:13]([Cl:1])=[C:14]2[C:19]=1[C:18](=[O:20])[NH:17][CH2:16][CH2:15]2. The catalyst class is: 9.